This data is from Forward reaction prediction with 1.9M reactions from USPTO patents (1976-2016). The task is: Predict the product of the given reaction. (1) Given the reactants C([O:8][N:9]([CH2:12][C@@H:13]([CH2:17][CH2:18][CH2:19][CH3:20])[C:14](O)=[O:15])[CH:10]=[O:11])C1C=CC=CC=1.[F:21][C@H:22]1[CH2:26][NH:25][C@H:24]([C:27]2[NH:39][C:30]3=[CH:31][C:32]4[O:33][CH2:34][CH2:35][O:36][C:37]=4[CH:38]=[C:29]3[N:28]=2)[CH2:23]1, predict the reaction product. The product is: [NH:39]1[C:30]2=[CH:31][C:32]3[O:33][CH2:34][CH2:35][O:36][C:37]=3[CH:38]=[C:29]2[N:28]=[C:27]1[C@@H:24]1[CH2:23][C@@H:22]([F:21])[CH2:26][N:25]1[C:14]([C@H:13]([CH2:17][CH2:18][CH2:19][CH3:20])[CH2:12][N:9]([OH:8])[CH:10]=[O:11])=[O:15]. (2) Given the reactants [C:1]([O:5][C:6]([N:8]1[CH2:13][CH2:12][N:11]2[C:14](Br)=[N:15][C:16]([CH2:17][CH3:18])=[C:10]2[CH:9]1[CH2:20][CH2:21][C:22]1[CH:27]=[CH:26][C:25]([C:28]([F:31])([F:30])[F:29])=[C:24]([F:32])[CH:23]=1)=[O:7])([CH3:4])([CH3:3])[CH3:2], predict the reaction product. The product is: [C:1]([O:5][C:6]([N:8]1[CH2:13][CH2:12][N:11]2[C:14]([C:28]([F:31])([F:30])[F:29])=[N:15][C:16]([CH2:17][CH3:18])=[C:10]2[CH:9]1[CH2:20][CH2:21][C:22]1[CH:27]=[CH:26][C:25]([C:28]([F:31])([F:30])[F:29])=[C:24]([F:32])[CH:23]=1)=[O:7])([CH3:4])([CH3:3])[CH3:2]. (3) Given the reactants [Cl:1][C:2]1[C:3]([CH3:28])=[C:4]([NH:10][C@H:11]([C@@H:25]([OH:27])[CH3:26])[C:12]([NH:14][NH:15][C:16](=[O:24])[C:17]2[CH:22]=[CH:21][C:20]([F:23])=[CH:19][CH:18]=2)=[O:13])[CH:5]=[CH:6][C:7]=1[C:8]#[N:9].[CH3:29][C:30]([Si:33](Cl)([CH3:35])[CH3:34])([CH3:32])[CH3:31].N1C=CN=C1, predict the reaction product. The product is: [Si:33]([O:27][C@@H:25]([CH3:26])[C@@H:11]([NH:10][C:4]1[CH:5]=[CH:6][C:7]([C:8]#[N:9])=[C:2]([Cl:1])[C:3]=1[CH3:28])[C:12]([NH:14][NH:15][C:16](=[O:24])[C:17]1[CH:22]=[CH:21][C:20]([F:23])=[CH:19][CH:18]=1)=[O:13])([C:30]([CH3:32])([CH3:31])[CH3:29])([CH3:35])[CH3:34]. (4) Given the reactants [NH2:1][C:2]1[N:7]2[CH:8]=[CH:9][N:10]=[C:6]2[C:5]([C:11]([NH:13][CH:14]2[CH2:19][CH2:18][N:17]([CH2:20][CH2:21][CH2:22][O:23][CH3:24])[CH2:16][CH2:15]2)=[O:12])=[CH:4][C:3]=1Cl.NC1N2C=CN=C2C(C(NCC2CCN(CCCC)CC2)=O)=CC=1Cl, predict the reaction product. The product is: [NH2:1][C:2]1[N:7]2[CH:8]=[CH:9][N:10]=[C:6]2[C:5]([C:11]([NH:13][CH:14]2[CH2:19][CH2:18][N:17]([CH2:20][CH2:21][CH2:22][O:23][CH3:24])[CH2:16][CH2:15]2)=[O:12])=[CH:4][CH:3]=1. (5) Given the reactants FC(F)(F)S(O[C:7]1[CH:12]=[CH:11][CH:10]=[C:9]([C:13]2[N:14]([CH3:30])[C:15](=[O:29])[C:16]([O:19]CC3C=CC(OC)=CC=3)=[CH:17][N:18]=2)[CH:8]=1)(=O)=O.[CH:33]1[C:42]2[CH:41]=[CH:40][CH:39]=[C:38](B(O)O)[C:37]=2[CH:36]=[CH:35][N:34]=1.C([O-])([O-])=O.[Cs+].[Cs+], predict the reaction product. The product is: [CH:33]1[C:42]2[C:37](=[C:38]([C:7]3[CH:8]=[C:9]([C:13]4[N:14]([CH3:30])[C:15](=[O:29])[C:16]([OH:19])=[CH:17][N:18]=4)[CH:10]=[CH:11][CH:12]=3)[CH:39]=[CH:40][CH:41]=2)[CH:36]=[CH:35][N:34]=1. (6) Given the reactants [C@@H:1]1([N:10]2[CH:17]=[CH:16][C:14](=[O:15])[NH:13][C:11]2=[O:12])[O:9][C@H:6]([CH2:7][OH:8])[C@@H:4]([OH:5])[C@H:2]1[OH:3].Cl[Si:19]([CH:32]([CH3:34])[CH3:33])([CH:29]([CH3:31])[CH3:30])[O:20][Si:21](Cl)([CH:25]([CH3:27])[CH3:26])[CH:22]([CH3:24])[CH3:23], predict the reaction product. The product is: [OH:3][C@@H:2]1[C@@H:4]2[O:5][Si:19]([CH:29]([CH3:31])[CH3:30])([CH:32]([CH3:34])[CH3:33])[O:20][Si:21]([CH:25]([CH3:27])[CH3:26])([CH:22]([CH3:23])[CH3:24])[O:8][CH2:7][C@H:6]2[O:9][C@H:1]1[N:10]1[CH:17]=[CH:16][C:14](=[O:15])[NH:13][C:11]1=[O:12].